The task is: Predict the reactants needed to synthesize the given product.. This data is from Full USPTO retrosynthesis dataset with 1.9M reactions from patents (1976-2016). (1) Given the product [C:21]([C:19]1[CH:20]=[C:12]([NH2:11])[CH:13]=[C:14]2[C:18]=1[NH:17][CH:16]=[CH:15]2)([CH3:22])=[CH2:1], predict the reactants needed to synthesize it. The reactants are: [CH3:1][Si]([N-][Si](C)(C)C)(C)C.[Li+].[NH2:11][C:12]1[CH:13]=[C:14]2[C:18](=[C:19]([C:21](=O)[CH3:22])[CH:20]=1)[NH:17][CH:16]=[CH:15]2. (2) Given the product [Si:17]([O:16][C@H:13]1[CH2:14][C:15]2[C:6]([N:49]=[C:36]([C:37]3[CH:42]=[CH:41][CH:40]=[CH:39][CH:38]=3)[C:43]3[CH:48]=[CH:47][CH:46]=[CH:45][CH:44]=3)=[CH:7][CH:8]=[CH:9][C:10]=2[CH2:11][CH2:12]1)([C:30]([CH3:32])([CH3:31])[CH3:33])([C:24]1[CH:29]=[CH:28][CH:27]=[CH:26][CH:25]=1)[C:18]1[CH:19]=[CH:20][CH:21]=[CH:22][CH:23]=1, predict the reactants needed to synthesize it. The reactants are: FC(F)(F)C(O[C:6]1[C:15]2[CH2:14][C@H:13]([O:16][Si:17]([C:30]([CH3:33])([CH3:32])[CH3:31])([C:24]3[CH:29]=[CH:28][CH:27]=[CH:26][CH:25]=3)[C:18]3[CH:23]=[CH:22][CH:21]=[CH:20][CH:19]=3)[CH2:12][CH2:11][C:10]=2[CH:9]=[CH:8][CH:7]=1)=O.[C:36](=[NH:49])([C:43]1[CH:48]=[CH:47][CH:46]=[CH:45][CH:44]=1)[C:37]1[CH:42]=[CH:41][CH:40]=[CH:39][CH:38]=1.C(=O)([O-])[O-].[Cs+].[Cs+]. (3) Given the product [Cl:1][C:2]1[CH:3]=[CH:4][C:5]([C:25]#[N:26])=[C:6]([C:8]2[C:13]([O:14][CH3:15])=[CH:12][N:11]([CH:16]([CH2:33][CH:34]([O:37][CH3:38])[CH2:35][CH3:36])[C:17]([O:19][C:20]([CH3:21])([CH3:22])[CH3:23])=[O:18])[C:10](=[O:24])[CH:9]=2)[CH:7]=1, predict the reactants needed to synthesize it. The reactants are: [Cl:1][C:2]1[CH:3]=[CH:4][C:5]([C:25]#[N:26])=[C:6]([C:8]2[C:13]([O:14][CH3:15])=[CH:12][N:11]([CH2:16][C:17]([O:19][C:20]([CH3:23])([CH3:22])[CH3:21])=[O:18])[C:10](=[O:24])[CH:9]=2)[CH:7]=1.FC(F)(F)S(O[CH2:33][CH:34]([O:37][CH3:38])[CH2:35][CH3:36])(=O)=O. (4) Given the product [Cl:1][C:2]1[CH:3]=[C:4]([CH:8]=[CH:9][C:10]=1[N:11]1[CH2:16][CH2:15][CH2:14][NH:13][C:12]1=[O:17])[C:5]([NH:28][C@H:26]([C:24]1[NH:23][C:22]2[CH:29]=[CH:30][C:19]([Cl:18])=[CH:20][C:21]=2[N:25]=1)[CH3:27])=[O:7], predict the reactants needed to synthesize it. The reactants are: [Cl:1][C:2]1[CH:3]=[C:4]([CH:8]=[CH:9][C:10]=1[N:11]1[CH2:16][CH2:15][CH2:14][NH:13][C:12]1=[O:17])[C:5]([OH:7])=O.[Cl:18][C:19]1[CH:30]=[CH:29][C:22]2[NH:23][C:24]([C@@H:26]([NH2:28])[CH3:27])=[N:25][C:21]=2[CH:20]=1.CN(C(ON1N=NC2C=CC=CC1=2)=[N+](C)C)C.[B-](F)(F)(F)F.CN1CCOCC1.N. (5) Given the product [OH:1][CH2:2][C:3]([CH3:19])([CH3:20])[CH2:4][NH:5][C:6]([C:8]1[C:16]2[C:11](=[N:12][CH:13]=[C:14]([CH2:17][CH3:18])[N:15]=2)[NH:10][CH:9]=1)=[O:7], predict the reactants needed to synthesize it. The reactants are: [OH:1][CH2:2][C:3]([CH3:20])([CH3:19])[CH2:4][NH:5][C:6]([C:8]1[C:16]2[C:11](=[N:12][CH:13]=[C:14]([CH:17]=[CH2:18])[N:15]=2)[NH:10][CH:9]=1)=[O:7].